This data is from Forward reaction prediction with 1.9M reactions from USPTO patents (1976-2016). The task is: Predict the product of the given reaction. (1) Given the reactants C(OC(=O)[NH:7][C@H:8]1[CH2:13][CH2:12][C@@H:11]([NH:14][C:15]2[CH:20]=[C:19]([CH3:21])[N:18]=[C:17]([N:22]([CH3:24])[CH3:23])[N:16]=2)[CH2:10][CH2:9]1)(C)(C)C.C(O)(C(F)(F)F)=O, predict the reaction product. The product is: [CH3:23][N:22]([CH3:24])[C:17]1[N:16]=[C:15]([NH:14][C@@H:11]2[CH2:12][CH2:13][C@H:8]([NH2:7])[CH2:9][CH2:10]2)[CH:20]=[C:19]([CH3:21])[N:18]=1. (2) Given the reactants [N:1]1C=CC=[CH:3][CH:2]=1.[C:7]([O:10][C:11](=[O:13])C)(=[O:9])[CH3:8], predict the reaction product. The product is: [C:2]([NH2:1])(=[O:9])[CH3:3].[O:10]1[CH2:7][CH2:8][NH:1][C:11]1=[O:13]. (3) Given the reactants [Cl:1][C:2]1[CH:3]=[CH:4][C:5]([F:12])=[C:6]([CH:11]=1)[C:7]([NH:9][NH2:10])=[O:8].[Cl:13][CH2:14][C:15](OC)(OC)OC, predict the reaction product. The product is: [Cl:1][C:2]1[CH:3]=[CH:4][C:5]([F:12])=[C:6]([C:7]2[O:8][C:15]([CH2:14][Cl:13])=[N:10][N:9]=2)[CH:11]=1.